Dataset: Full USPTO retrosynthesis dataset with 1.9M reactions from patents (1976-2016). Task: Predict the reactants needed to synthesize the given product. (1) Given the product [Cl:13][C:9]1[CH:8]=[C:7]([CH:12]=[CH:11][CH:10]=1)[C:6]([NH:5][CH2:4][C:3]1[CH:15]=[CH:16][C:17]([C:19]#[N:20])=[CH:18][C:2]=1[NH:1][CH2:22][C:23]1[CH:31]=[CH:30][C:26]([C:27]([NH2:29])=[O:28])=[CH:25][N:24]=1)=[O:14], predict the reactants needed to synthesize it. The reactants are: [NH2:1][C:2]1[CH:18]=[C:17]([C:19]#[N:20])[CH:16]=[CH:15][C:3]=1[CH2:4][NH:5][C:6](=[O:14])[C:7]1[CH:12]=[CH:11][CH:10]=[C:9]([Cl:13])[CH:8]=1.Br[CH2:22][C:23]1[CH:31]=[CH:30][C:26]([C:27]([NH2:29])=[O:28])=[CH:25][N:24]=1. (2) Given the product [CH3:27][O:26][C:22]1[CH:21]=[C:20]([C:18]2[CH2:17][N:13]3[CH:14]=[CH:15][C:16]4[C:11]([CH:10]=[C:4]([C:5]([O:7][CH2:8][CH3:9])=[O:6])[N:1]=4)=[C:12]3[N:19]=2)[CH:25]=[CH:24][CH:23]=1, predict the reactants needed to synthesize it. The reactants are: [N:1]([C:4](=[CH:10][C:11]1[C:12]2[N:13]([CH:17]=[C:18]([C:20]3[CH:25]=[CH:24][CH:23]=[C:22]([O:26][CH3:27])[CH:21]=3)[N:19]=2)[CH:14]=[CH:15][CH:16]=1)[C:5]([O:7][CH2:8][CH3:9])=[O:6])=[N+]=[N-].[K+].[Br-]. (3) Given the product [O:5]=[C:6]1[NH:10][C:9](=[O:11])[CH:8]([CH2:12][C:13]2[CH:23]=[CH:22][C:16]([O:17][CH2:18][C:19]([Cl:3])=[O:20])=[CH:15][CH:14]=2)[S:7]1, predict the reactants needed to synthesize it. The reactants are: S(Cl)([Cl:3])=O.[O:5]=[C:6]1[NH:10][C:9](=[O:11])[CH:8]([CH2:12][C:13]2[CH:23]=[CH:22][C:16]([O:17][CH2:18][C:19](O)=[O:20])=[CH:15][CH:14]=2)[S:7]1.